Task: Predict which catalyst facilitates the given reaction.. Dataset: Catalyst prediction with 721,799 reactions and 888 catalyst types from USPTO (1) Reactant: [C:1]([O:5][C:6]([N:8]([CH2:25][CH:26]1[CH2:28][CH2:27]1)[CH:9]1[CH2:14][CH2:13][N:12](C(OCC2C=CC=CC=2)=O)[CH2:11][CH2:10]1)=[O:7])([CH3:4])([CH3:3])[CH3:2]. Product: [CH:26]1([CH2:25][N:8]([CH:9]2[CH2:14][CH2:13][NH:12][CH2:11][CH2:10]2)[C:6](=[O:7])[O:5][C:1]([CH3:4])([CH3:2])[CH3:3])[CH2:28][CH2:27]1. The catalyst class is: 261. (2) Reactant: [C:1]([C:5]1[S:9][C:8]([NH:10][C:11](=[O:21])[C:12]2[CH:17]=[C:16]([Cl:18])[CH:15]=[CH:14][C:13]=2[O:19][CH3:20])=[N:7][CH:6]=1)([CH3:4])([CH3:3])[CH3:2].[H-].[Na+].Cl[CH2:25][C:26]1[N:27]=[C:28]([CH3:31])[S:29][CH:30]=1.O. Product: [C:1]([C:5]1[S:9]/[C:8](=[N:10]\[C:11](=[O:21])[C:12]2[CH:17]=[C:16]([Cl:18])[CH:15]=[CH:14][C:13]=2[O:19][CH3:20])/[N:7]([CH2:25][C:26]2[N:27]=[C:28]([CH3:31])[S:29][CH:30]=2)[CH:6]=1)([CH3:4])([CH3:2])[CH3:3]. The catalyst class is: 9. (3) Reactant: C(OC(=O)[NH:7][CH2:8][C@@H:9]1[CH2:11][C@H:10]1[C:12]1[CH:17]=[CH:16][CH:15]=[C:14]([NH:18][C:19](=[O:21])[CH3:20])[CH:13]=1)(C)(C)C.C(O)(C(F)(F)F)=O.[ClH:30].CCOCC. Product: [ClH:30].[NH2:7][CH2:8][C@@H:9]1[CH2:11][C@H:10]1[C:12]1[CH:13]=[C:14]([NH:18][C:19](=[O:21])[CH3:20])[CH:15]=[CH:16][CH:17]=1. The catalyst class is: 2. (4) Reactant: [CH3:1][O:2][C:3]1[CH:4]=[C:5]([CH:11]2[CH:16]([N+:17]([O-:19])=[O:18])[CH2:15][CH2:14][C:13](=[O:20])[CH2:12]2)[CH:6]=[CH:7][C:8]=1[O:9][CH3:10].COCCOC.CO.[BH4-].[Na+]. Product: [CH3:1][O:2][C:3]1[CH:4]=[C:5]([CH:11]2[CH:16]([N+:17]([O-:19])=[O:18])[CH2:15][CH2:14][CH:13]([OH:20])[CH2:12]2)[CH:6]=[CH:7][C:8]=1[O:9][CH3:10]. The catalyst class is: 6. (5) The catalyst class is: 166. Product: [CH3:31][O:32][C:33]1[CH:40]=[CH:39][C:36]([CH2:37][O:17][C:16]([C@@H:5]2[C@@H:4]([CH2:1][CH:2]=[CH2:3])[C:7](=[O:8])[N:6]2[Si:9]([C:12]([CH3:13])([CH3:14])[CH3:15])([CH3:10])[CH3:11])=[O:18])=[CH:35][CH:34]=1. Reactant: [CH2:1]([C@H:4]1[C:7](=[O:8])[N:6]([Si:9]([C:12]([CH3:15])([CH3:14])[CH3:13])([CH3:11])[CH3:10])[C@@H:5]1[C:16]([OH:18])=[O:17])[CH:2]=[CH2:3].CCN=C=NCCCN(C)C.Cl.[CH3:31][O:32][C:33]1[CH:40]=[CH:39][C:36]([CH2:37]O)=[CH:35][CH:34]=1. (6) Reactant: [Br:1][C:2]1[CH:7]=[CH:6][C:5]([F:8])=[CH:4][C:3]=1[OH:9].[OH-].[K+].CCOP(OCC)([C:17](Br)([F:19])[F:18])=O. Product: [Br:1][C:2]1[CH:7]=[CH:6][C:5]([F:8])=[CH:4][C:3]=1[O:9][CH:17]([F:19])[F:18]. The catalyst class is: 144. (7) Reactant: [F:1][C:2]([F:30])([F:29])[C:3]([C:9]1[CH:28]=[CH:27][C:12]([CH2:13][N:14]2[CH2:19][CH2:18][N:17](C(OC(C)(C)C)=O)[CH2:16][CH2:15]2)=[CH:11][CH:10]=1)([OH:8])[C:4]([F:7])([F:6])[F:5].FC(F)(F)C(O)=O. Product: [F:29][C:2]([F:1])([F:30])[C:3]([C:9]1[CH:10]=[CH:11][C:12]([CH2:13][N:14]2[CH2:15][CH2:16][NH:17][CH2:18][CH2:19]2)=[CH:27][CH:28]=1)([OH:8])[C:4]([F:7])([F:6])[F:5]. The catalyst class is: 4.